This data is from Reaction yield outcomes from USPTO patents with 853,638 reactions. The task is: Predict the reaction yield, written as a fraction of the theoretical maximum amount of product (1.0 means a 100% yield; for example, 0.34 means a 34% yield). (1) The reactants are C([O:8][C:9](=[O:35])[NH:10][C:11]1[CH:16]=[CH:15][C:14]([O:17][C:18]2[CH:23]=[CH:22][C:21]([CH2:24][CH3:25])=[CH:20][C:19]=2[O:26][CH2:27][C:28]2[CH:33]=[CH:32][CH:31]=[CH:30][CH:29]=2)=[C:13]([F:34])[CH:12]=1)C1C=CC=CC=1.C([Li])CCC.[C:41](OC[C@@H]1OC1)(=[O:45])[CH2:42][CH2:43]C.[NH4+].[Cl-]. The catalyst is C1COCC1. The product is [CH2:27]([O:26][C:19]1[CH:20]=[C:21]([CH2:24][CH3:25])[CH:22]=[CH:23][C:18]=1[O:17][C:14]1[CH:15]=[CH:16][C:11]([N:10]2[CH2:43][C@H:42]([CH2:41][OH:45])[O:8][C:9]2=[O:35])=[CH:12][C:13]=1[F:34])[C:28]1[CH:33]=[CH:32][CH:31]=[CH:30][CH:29]=1. The yield is 0.520. (2) The reactants are Br[C:2]1[C:7](=[O:8])[N:6]([CH2:9][C:10]2[CH:15]=[CH:14][C:13]([C:16]3[C:17]([C:22]#[N:23])=[CH:18][CH:19]=[CH:20][CH:21]=3)=[CH:12][C:11]=2[F:24])[C:5]([CH2:25][CH2:26][CH2:27][CH3:28])=[N:4][C:3]=1[CH3:29].[O:30]1[C:34]2[CH:35]=[CH:36][C:37](B(O)O)=[CH:38][C:33]=2[CH2:32][CH2:31]1.C(=O)([O-])[O-].[Cs+].[Cs+]. The catalyst is O1CCOCC1.C(OCC)(=O)C.C1C=CC(P(C2C=CC=CC=2)[C-]2C=CC=C2)=CC=1.C1C=CC(P(C2C=CC=CC=2)[C-]2C=CC=C2)=CC=1.Cl[Pd]Cl.[Fe+2]. The product is [CH2:25]([C:5]1[N:6]([CH2:9][C:10]2[CH:15]=[CH:14][C:13]([C:16]3[C:17]([C:22]#[N:23])=[CH:18][CH:19]=[CH:20][CH:21]=3)=[CH:12][C:11]=2[F:24])[C:7](=[O:8])[C:2]([C:37]2[CH:36]=[CH:35][C:34]3[O:30][CH2:31][CH2:32][C:33]=3[CH:38]=2)=[C:3]([CH3:29])[N:4]=1)[CH2:26][CH2:27][CH3:28]. The yield is 0.790. (3) The reactants are [Br:1][C:2]1[CH:7]=[CH:6][C:5]([CH:8]([C:13]2[C:14]([C:28]3[CH:33]=[CH:32][CH:31]=[CH:30][N:29]=3)=[N:15][N:16]([CH2:26][CH3:27])[C:17]=2[NH:18][C:19]([O:21][C:22]([CH3:25])([CH3:24])[CH3:23])=[O:20])[CH2:9][C:10](O)=[O:11])=[CH:4][CH:3]=1.BrC1C=CC(C=O)=CC=1.C(N1C(N)=CC(C2C=CC=CN=2)=N1)C.[H-].[H-].[H-].[H-].[Li+].[Al+3].O.O.O.O.O.O.O.O.O.O.S([O-])([O-])(=O)=O.[Na+].[Na+]. The catalyst is CCOCC. The product is [Br:1][C:2]1[CH:7]=[CH:6][C:5]([CH:8]([C:13]2[C:14]([C:28]3[CH:33]=[CH:32][CH:31]=[CH:30][N:29]=3)=[N:15][N:16]([CH2:26][CH3:27])[C:17]=2[NH:18][C:19](=[O:20])[O:21][C:22]([CH3:25])([CH3:23])[CH3:24])[CH2:9][CH2:10][OH:11])=[CH:4][CH:3]=1. The yield is 0.470. (4) The reactants are [NH2:1][C@H:2]([C:4]1[N:8]2[CH:9]=[CH:10][N:11]=[C:12]([CH3:13])[C:7]2=[C:6]([C:14]2[CH:32]=[CH:31][C:17]([C:18]([NH:20][C:21]3[CH:26]=[C:25]([C:27]([F:30])([F:29])[F:28])[CH:24]=[CH:23][N:22]=3)=[O:19])=[CH:16][CH:15]=2)[N:5]=1)[CH3:3].[CH3:33][O:34][CH2:35]/[CH:36]=[CH:37]/[C:38](O)=[O:39]. No catalyst specified. The product is [CH3:33][O:34][CH2:35]/[CH:36]=[CH:37]/[C:38]([NH:1][C@H:2]([C:4]1[N:8]2[CH:9]=[CH:10][N:11]=[C:12]([CH3:13])[C:7]2=[C:6]([C:14]2[CH:15]=[CH:16][C:17]([C:18]([NH:20][C:21]3[CH:26]=[C:25]([C:27]([F:29])([F:30])[F:28])[CH:24]=[CH:23][N:22]=3)=[O:19])=[CH:31][CH:32]=2)[N:5]=1)[CH3:3])=[O:39]. The yield is 0.202. (5) The reactants are [CH3:1][C:2]1[CH:3]=[C:4]2[CH:10]=[N:9][NH:8][C:5]2=[CH:6][N:7]=1.[I:11]I.[OH-].[K+]. The catalyst is CN(C=O)C.C(OCC)(=O)C. The product is [I:11][C:10]1[C:4]2[C:5](=[CH:6][N:7]=[C:2]([CH3:1])[CH:3]=2)[NH:8][N:9]=1. The yield is 0.560. (6) The yield is 0.730. The catalyst is [O-]P([O-])([O-])=O.[K+].[K+].[K+].O1CCOCC1.CCOC(C)=O.C1C=CC([P]([Pd]([P](C2C=CC=CC=2)(C2C=CC=CC=2)C2C=CC=CC=2)([P](C2C=CC=CC=2)(C2C=CC=CC=2)C2C=CC=CC=2)[P](C2C=CC=CC=2)(C2C=CC=CC=2)C2C=CC=CC=2)(C2C=CC=CC=2)C2C=CC=CC=2)=CC=1. The product is [O:30]1[CH:34]=[CH:33][C:32]([C:2]2[N:6]3[CH:7]=[C:8]([C:32]4[CH:33]=[CH:34][O:30][CH:31]=4)[CH:9]=[C:10]([C:11]([F:14])([F:13])[F:12])[C:5]3=[N:4][C:3]=2[C:16]([N:18]2[CH2:22][CH2:21][CH:20]([C:23]3[CH:28]=[CH:27][C:26]([F:29])=[CH:25][CH:24]=3)[CH2:19]2)=[O:17])=[CH:31]1. The reactants are Br[C:2]1[N:6]2[CH:7]=[C:8](Br)[CH:9]=[C:10]([C:11]([F:14])([F:13])[F:12])[C:5]2=[N:4][C:3]=1[C:16]([N:18]1[CH2:22][CH2:21][CH:20]([C:23]2[CH:28]=[CH:27][C:26]([F:29])=[CH:25][CH:24]=2)[CH2:19]1)=[O:17].[O:30]1[CH:34]=[CH:33][C:32](B(O)O)=[CH:31]1. (7) The reactants are [C:1]([C:5]1[CH:10]=[CH:9][C:8]([N+:11]([O-:13])=[O:12])=[CH:7][C:6]=1[S:14](Cl)(=[O:16])=[O:15])([CH3:4])([CH3:3])[CH3:2].[NH4+:18].[OH-]. The catalyst is CCOCC.O. The product is [C:1]([C:5]1[CH:10]=[CH:9][C:8]([N+:11]([O-:13])=[O:12])=[CH:7][C:6]=1[S:14]([NH2:18])(=[O:16])=[O:15])([CH3:4])([CH3:3])[CH3:2]. The yield is 0.340. (8) The yield is 0.880. The product is [C:55]([O:54][C:52]([NH:51][C@H:47]([C:48](=[O:49])[NH:1][C@H:2]([CH2:13][C:14]1[CH:15]=[CH:16][C:17]([C:20]([F:21])([F:22])[F:23])=[CH:18][CH:19]=1)[C:3]([O:5][CH2:6][C:7]1[CH:8]=[CH:9][CH:10]=[CH:11][CH:12]=1)=[O:4])[CH2:46][CH2:45][C:44](=[O:59])[N:43]([CH2:42][CH2:41][NH:40][C:38]([O:37][C:33]([CH3:36])([CH3:35])[CH3:34])=[O:39])[CH2:60][CH2:61][NH:62][C:63](=[O:64])[O:65][C:66]([CH3:69])([CH3:67])[CH3:68])=[O:53])([CH3:56])([CH3:57])[CH3:58]. The catalyst is C(Cl)Cl. The reactants are [NH2:1][C@H:2]([CH2:13][C:14]1[CH:19]=[CH:18][C:17]([C:20]([F:23])([F:22])[F:21])=[CH:16][CH:15]=1)[C:3]([O:5][CH2:6][C:7]1[CH:12]=[CH:11][CH:10]=[CH:9][CH:8]=1)=[O:4].C(N(C(C)C)CC)(C)C.[C:33]([O:37][C:38]([NH:40][CH2:41][CH2:42][N:43]([CH2:60][CH2:61][NH:62][C:63]([O:65][C:66]([CH3:69])([CH3:68])[CH3:67])=[O:64])[C:44](=[O:59])[CH2:45][CH2:46][C@H:47]([NH:51][C:52]([O:54][C:55]([CH3:58])([CH3:57])[CH3:56])=[O:53])[C:48](O)=[O:49])=[O:39])([CH3:36])([CH3:35])[CH3:34].CN(C(ON1N=NC2C=CC=CC1=2)=[N+](C)C)C.[B-](F)(F)(F)F. (9) The reactants are [Si:1]([O:8][CH2:9][C@@H:10]1[CH2:14][CH2:13][C@H:12]([CH2:15][O:16][Si:17]([C:20]([CH3:23])([CH3:22])[CH3:21])([CH3:19])[CH3:18])[N:11]1[C:24]1[N:29]=[C:28]([C:30]2[CH:35]=[CH:34][C:33]([N+:36]([O-])=O)=[CH:32][CH:31]=2)[N:27]=[C:26]([N:39]2[CH:44]3[CH2:45][CH2:46][CH:40]2[CH2:41][O:42][CH2:43]3)[N:25]=1)([C:4]([CH3:7])([CH3:6])[CH3:5])([CH3:3])[CH3:2].[H][H]. The catalyst is [Pd].O1CCCC1. The product is [CH:40]12[N:39]([C:26]3[N:25]=[C:24]([N:11]4[C@@H:12]([CH2:15][O:16][Si:17]([C:20]([CH3:22])([CH3:23])[CH3:21])([CH3:19])[CH3:18])[CH2:13][CH2:14][C@H:10]4[CH2:9][O:8][Si:1]([C:4]([CH3:5])([CH3:6])[CH3:7])([CH3:3])[CH3:2])[N:29]=[C:28]([C:30]4[CH:35]=[CH:34][C:33]([NH2:36])=[CH:32][CH:31]=4)[N:27]=3)[CH:44]([CH2:45][CH2:46]1)[CH2:43][O:42][CH2:41]2. The yield is 0.800. (10) The reactants are [NH2:1][C@H:2]1[CH2:7][CH2:6][C@H:5]([NH:8][C:9]2[CH:10]=[C:11]([NH:27][CH:28]3[CH2:31][N:30](C(OC(C)(C)C)=O)[CH2:29]3)[C:12]3[N:13]([C:15]([C:18](=[O:26])[NH:19][C:20]4[CH:25]=[CH:24][N:23]=[CH:22][CH:21]=4)=[CH:16][N:17]=3)[N:14]=2)[CH2:4][CH2:3]1.C(O)(C(F)(F)F)=O. The catalyst is C(Cl)Cl. The product is [NH2:1][C@H:2]1[CH2:7][CH2:6][C@H:5]([NH:8][C:9]2[CH:10]=[C:11]([NH:27][CH:28]3[CH2:31][NH:30][CH2:29]3)[C:12]3[N:13]([C:15]([C:18]([NH:19][C:20]4[CH:25]=[CH:24][N:23]=[CH:22][CH:21]=4)=[O:26])=[CH:16][N:17]=3)[N:14]=2)[CH2:4][CH2:3]1. The yield is 0.610.